This data is from Catalyst prediction with 721,799 reactions and 888 catalyst types from USPTO. The task is: Predict which catalyst facilitates the given reaction. Reactant: [C:1]1([C:7]2[S:11][N:10]=[CH:9][C:8]=2[C:12]([OH:14])=O)[CH:6]=[CH:5][CH:4]=[CH:3][CH:2]=1.CN(C(ON1N=N[C:25]2[CH:26]=[CH:27][CH:28]=[N:29][C:24]1=2)=[N+](C)C)C.F[P-](F)(F)(F)(F)F.CCN([CH:45]([CH3:47])[CH3:46])C(C)C.[CH3:48]N(C=O)C. Product: [N:29]1([C:12]([C:8]2[CH:9]=[N:10][S:11][C:7]=2[C:1]2[CH:2]=[CH:3][CH:4]=[CH:5][CH:6]=2)=[O:14])[CH:24]2[CH:25]([CH2:48][CH2:47][CH2:45][CH2:46]2)[CH2:26][CH2:27][CH2:28]1. The catalyst class is: 238.